From a dataset of Forward reaction prediction with 1.9M reactions from USPTO patents (1976-2016). Predict the product of the given reaction. (1) The product is: [F:13][C:14]([F:19])([F:18])[CH:15]([O:17][C:2]1[N:3]=[CH:4][C:5]([C:6]([OH:8])=[O:7])=[CH:9][CH:10]=1)[CH3:16]. Given the reactants Cl[C:2]1[CH:10]=[CH:9][C:5]([C:6]([OH:8])=[O:7])=[CH:4][N:3]=1.[OH-].[K+].[F:13][C:14]([F:19])([F:18])[CH:15]([OH:17])[CH3:16].Cl, predict the reaction product. (2) Given the reactants [OH:1][CH:2]1[CH2:7][CH2:6][N:5]([C:8]([N:10]2[CH2:15][CH:14]([C:16]3[CH:21]=[CH:20][C:19]([C:22]([F:25])([F:24])[F:23])=[CH:18][CH:17]=3)[CH2:13][CH:12]([C:26]([OH:28])=O)[CH2:11]2)=[O:9])[CH2:4][CH2:3]1.O[N:30]=[C:31]([NH2:38])[CH2:32][C:33]1([CH2:36][OH:37])[CH2:35][CH2:34]1, predict the reaction product. The product is: [OH:37][CH2:36][C:33]1([CH2:32][C:31]2[N:38]=[C:26]([CH:12]3[CH2:13][CH:14]([C:16]4[CH:17]=[CH:18][C:19]([C:22]([F:24])([F:23])[F:25])=[CH:20][CH:21]=4)[CH2:15][N:10]([C:8]([N:5]4[CH2:6][CH2:7][CH:2]([OH:1])[CH2:3][CH2:4]4)=[O:9])[CH2:11]3)[O:28][N:30]=2)[CH2:35][CH2:34]1. (3) Given the reactants [F:1][C:2]1[C:3]([OH:10])=[C:4]([CH:7]=[CH:8][CH:9]=1)[CH:5]=[O:6].[C:11](=O)([O-])[O-].[K+].[K+].S(OC)(OC)(=O)=O, predict the reaction product. The product is: [F:1][C:2]1[C:3]([O:10][CH3:11])=[C:4]([CH:7]=[CH:8][CH:9]=1)[CH:5]=[O:6]. (4) The product is: [CH:1]1([C:4]2[C:5]([O:15][C@@H:16]3[CH2:21][CH2:20][CH2:19][N:18]([C:26]4[CH:27]=[CH:28][C:23]([F:22])=[CH:24][CH:25]=4)[CH2:17]3)=[CH:6][C:7]([F:14])=[C:8]([CH:13]=2)[C:9]([O:11][CH3:12])=[O:10])[CH2:2][CH2:3]1. Given the reactants [CH:1]1([C:4]2[C:5]([O:15][C@@H:16]3[CH2:21][CH2:20][CH2:19][NH:18][CH2:17]3)=[CH:6][C:7]([F:14])=[C:8]([CH:13]=2)[C:9]([O:11][CH3:12])=[O:10])[CH2:3][CH2:2]1.[F:22][C:23]1[CH:28]=[CH:27][C:26](B(O)O)=[CH:25][CH:24]=1.C(N(CC)CC)C, predict the reaction product. (5) Given the reactants [F:1][C:2]1[CH:9]=[CH:8][C:5]([CH:6]=O)=[CH:4][CH:3]=1.[F:10][C:11]1[CH:19]=[C:18]2[C:14]([CH2:15][O:16][C:17]2=[O:20])=[C:13](/[N:21]=[CH:22]/[C:23]2[N:24]([CH3:28])[CH:25]=[CH:26][N:27]=2)[CH:12]=1.[O-:29][CH2:30][CH3:31].[Na+].C(O)C, predict the reaction product. The product is: [F:10][C:11]1[CH:19]=[C:18]([C:17]([O:16][CH2:15][CH3:14])=[O:20])[C:31]2[C:30](=[O:29])[CH:6]([C:5]3[CH:8]=[CH:9][C:2]([F:1])=[CH:3][CH:4]=3)[CH:22]([C:23]3[N:24]([CH3:28])[CH:25]=[CH:26][N:27]=3)[NH:21][C:13]=2[CH:12]=1.